From a dataset of Forward reaction prediction with 1.9M reactions from USPTO patents (1976-2016). Predict the product of the given reaction. (1) Given the reactants [CH2:1]([O:3][C:4](=[O:21])[C:5]([C:10]1[CH:15]=[CH:14][C:13]([NH2:16])=[C:12]([NH:17][CH3:18])[C:11]=1[C:19]#[N:20])([CH3:9])[C:6](=[O:8])[CH3:7])[CH3:2].[F:22][C:23]1[CH:28]=[CH:27][C:26]([N:29]=[C:30]=S)=[C:25]([CH3:32])[CH:24]=1, predict the reaction product. The product is: [CH2:1]([O:3][C:4](=[O:21])[C:5]([C:10]1[CH:15]=[CH:14][C:13]2[N:16]=[C:30]([NH:29][C:26]3[CH:27]=[CH:28][C:23]([F:22])=[CH:24][C:25]=3[CH3:32])[N:17]([CH3:18])[C:12]=2[C:11]=1[C:19]#[N:20])([CH3:9])[C:6](=[O:8])[CH3:7])[CH3:2]. (2) Given the reactants [S:1]([Cl:5])(Cl)(=[O:3])=[O:2].Cl.[Cl:7][CH2:8][CH2:9][CH2:10][NH2:11], predict the reaction product. The product is: [Cl:7][CH2:8][CH2:9][CH2:10][NH:11][S:1]([Cl:5])(=[O:3])=[O:2]. (3) The product is: [ClH:25].[CH2:1]([O:3][P:4]([CH2:9][N:10]1[C:19]2[C:14](=[C:15]([NH2:20])[CH:16]=[CH:17][CH:18]=2)[C:13](=[O:23])[C:12]([CH3:24])=[CH:11]1)(=[O:8])[O:5][CH2:6][CH3:7])[CH3:2]. Given the reactants [CH2:1]([O:3][P:4]([CH2:9][N:10]1[C:19]2[C:14](=[C:15]([N+:20]([O-])=O)[CH:16]=[CH:17][CH:18]=2)[C:13](=[O:23])[C:12]([CH3:24])=[CH:11]1)(=[O:8])[O:5][CH2:6][CH3:7])[CH3:2].[ClH:25].[H][H], predict the reaction product. (4) Given the reactants Cl.[NH2:2][OH:3].C(=O)(O)[O-].[Na+].[CH:9]1([C@H:13]([NH:15][C:16]2[N:24]=[C:23]([C:25]#[N:26])[N:22]=[C:21]3[C:17]=2[N:18]([CH2:35][C@H:36]2[CH2:41][CH2:40][C@H:39]([CH3:42])[CH2:38][CH2:37]2)[C:19]([C:27]([C:29]2[CH:34]=[CH:33][CH:32]=[CH:31][CH:30]=2)=[O:28])=[N:20]3)[CH3:14])[CH2:12][CH2:11][CH2:10]1, predict the reaction product. The product is: [CH:9]1([C@H:13]([NH:15][C:16]2[N:24]=[C:23]([C:25](=[NH:26])[NH:2][OH:3])[N:22]=[C:21]3[C:17]=2[N:18]([CH2:35][C@H:36]2[CH2:37][CH2:38][C@H:39]([CH3:42])[CH2:40][CH2:41]2)[C:19]([C:27]([C:29]2[CH:34]=[CH:33][CH:32]=[CH:31][CH:30]=2)=[O:28])=[N:20]3)[CH3:14])[CH2:10][CH2:11][CH2:12]1. (5) Given the reactants F[C:2]1[CH:9]=[C:8]([O:10][CH3:11])[CH:7]=[CH:6][C:3]=1[CH:4]=O.[H-].[Na+].[SH:14][CH2:15][C:16]([O:18][CH3:19])=[O:17], predict the reaction product. The product is: [CH3:11][O:10][C:8]1[CH:7]=[CH:6][C:3]2[CH:4]=[C:15]([C:16]([O:18][CH3:19])=[O:17])[S:14][C:2]=2[CH:9]=1. (6) Given the reactants [Cl:1][C:2]1[CH:3]=[C:4]([S:9]([N:12]2[C:20]3[C:15](=[C:16]([O:34][CH3:35])[CH:17]=[C:18]([C:21]([NH:23][C:24]4[CH:32]=[CH:31][C:27]([C:28]([OH:30])=[O:29])=[C:26]([F:33])[CH:25]=4)=[O:22])[CH:19]=3)[CH2:14][CH2:13]2)(=[O:11])=[O:10])[CH:5]=[C:6]([Cl:8])[CH:7]=1.Cl[C:37]1C=C(S(Cl)(=O)=O)C=C(Cl)[CH:42]=1, predict the reaction product. The product is: [CH2:37]([O:29][C:28](=[O:30])[C:27]1[CH:31]=[CH:32][C:24]([NH:23][C:21]([C:18]2[CH:19]=[C:20]3[C:15]([CH2:14][CH2:13][N:12]3[S:9]([C:4]3[CH:5]=[C:6]([Cl:8])[CH:7]=[C:2]([Cl:1])[CH:3]=3)(=[O:10])=[O:11])=[C:16]([O:34][CH3:35])[CH:17]=2)=[O:22])=[CH:25][C:26]=1[F:33])[CH3:42]. (7) Given the reactants [NH2:1][C:2]1[C:10]2[C:5](=[CH:6][CH:7]=[CH:8][CH:9]=2)[N:4]([C:11]([O:13][CH2:14][CH3:15])=[O:12])[N:3]=1.[F:16][C:17]1[CH:22]=[CH:21][CH:20]=[CH:19][C:18]=1B(O)O.N1C=CC=CC=1.O, predict the reaction product. The product is: [F:16][C:17]1[CH:22]=[CH:21][CH:20]=[CH:19][C:18]=1[NH:1][C:2]1[C:10]2[C:5](=[CH:6][CH:7]=[CH:8][CH:9]=2)[N:4]([C:11]([O:13][CH2:14][CH3:15])=[O:12])[N:3]=1.